From a dataset of Forward reaction prediction with 1.9M reactions from USPTO patents (1976-2016). Predict the product of the given reaction. (1) Given the reactants FC1C=CC(C[O:7][C:8](=[O:25])[C:9]2[CH:14]=[CH:13][C:12]([O:15][CH2:16][C:17]3[CH:22]=[CH:21][C:20]([F:23])=[CH:19][CH:18]=3)=[C:11]([F:24])[CH:10]=2)=CC=1.[OH-].[K+].Cl, predict the reaction product. The product is: [F:24][C:11]1[CH:10]=[C:9]([CH:14]=[CH:13][C:12]=1[O:15][CH2:16][C:17]1[CH:18]=[CH:19][C:20]([F:23])=[CH:21][CH:22]=1)[C:8]([OH:25])=[O:7]. (2) Given the reactants [C:1]([O:5][C:6]([N:8]1[CH2:13][CH2:12][C@@H:11]([C:14]2[CH:15]=[N:16][CH:17]=[CH:18][CH:19]=2)[C@H:10]([C:20]2[CH:25]=[CH:24][C:23](Br)=[CH:22][C:21]=2[CH3:27])[CH2:9]1)=[O:7])([CH3:4])([CH3:3])[CH3:2].Br[C:29]1[CH:34]=[CH:33][CH:32]=[CH:31][C:30]=1[CH2:35][CH2:36][NH:37][C:38](=[O:40])[CH3:39].CO, predict the reaction product. The product is: [C:38]([NH:37][CH2:36][CH2:35][C:30]1[CH:31]=[CH:32][CH:33]=[CH:34][C:29]=1[C:23]1[CH:24]=[CH:25][C:20]([C@H:10]2[C@H:11]([C:14]3[CH:15]=[N:16][CH:17]=[CH:18][CH:19]=3)[CH2:12][CH2:13][N:8]([C:6]([O:5][C:1]([CH3:4])([CH3:3])[CH3:2])=[O:7])[CH2:9]2)=[C:21]([CH3:27])[CH:22]=1)(=[O:40])[CH3:39].